Dataset: Full USPTO retrosynthesis dataset with 1.9M reactions from patents (1976-2016). Task: Predict the reactants needed to synthesize the given product. (1) Given the product [N:19]1[C:20]2[C:15](=[C:14]([O:13][CH2:2][C:3]3[CH:12]=[CH:11][C:6]([C:7]([OH:9])=[O:8])=[CH:5][CH:4]=3)[CH:23]=[CH:22][CH:21]=2)[CH:16]=[CH:17][CH:18]=1, predict the reactants needed to synthesize it. The reactants are: Br[CH2:2][C:3]1[CH:12]=[CH:11][C:6]([C:7]([O:9]C)=[O:8])=[CH:5][CH:4]=1.[OH:13][C:14]1[CH:23]=[CH:22][CH:21]=[C:20]2[C:15]=1[CH:16]=[CH:17][CH:18]=[N:19]2. (2) Given the product [CH3:44][O:45][C:46](=[O:80])[CH2:47][C:48]1[CH:49]=[C:50]([C:28]2[CH:29]=[CH:30][C:25]([C:22]([C:19]3[CH:20]=[CH:21][C:16]([CH2:15][CH2:14][CH:9]([O:8][Si:5]([C:1]([CH3:4])([CH3:3])[CH3:2])([CH3:6])[CH3:7])[C:10]([CH3:13])([CH3:12])[CH3:11])=[C:17]([CH3:43])[CH:18]=3)([CH2:23][CH3:24])[CH2:41][CH3:42])=[CH:26][C:27]=2[CH3:40])[CH:51]=[C:52]([OH:54])[CH:53]=1, predict the reactants needed to synthesize it. The reactants are: [C:1]([Si:5]([O:8][CH:9]([CH2:14][CH2:15][C:16]1[CH:21]=[CH:20][C:19]([C:22]([CH2:41][CH3:42])([C:25]2[CH:30]=[CH:29][C:28](B3OC(C)(C)C(C)(C)O3)=[C:27]([CH3:40])[CH:26]=2)[CH2:23][CH3:24])=[CH:18][C:17]=1[CH3:43])[C:10]([CH3:13])([CH3:12])[CH3:11])([CH3:7])[CH3:6])([CH3:4])([CH3:3])[CH3:2].[CH3:44][O:45][C:46](=[O:80])[CH2:47][C:48]1[CH:53]=[C:52]([O:54]S(C(F)(F)F)(=O)=O)[CH:51]=[C:50](O[Si](C(C)(C)C)(C2C=CC=CC=2)C2C=CC=CC=2)[CH:49]=1.P([O-])([O-])([O-])=O.[K+].[K+].[K+].[Cl-].[NH4+]. (3) Given the product [F:17][C:13]1([F:16])[CH2:12][CH2:11][C:10]([C:7]2[CH:8]=[N:9][C:4]([C:1]([OH:3])([CH3:20])[CH3:2])=[CH:5][CH:6]=2)([C:18]#[N:19])[CH2:15][CH2:14]1, predict the reactants needed to synthesize it. The reactants are: [C:1]([C:4]1[N:9]=[CH:8][C:7]([C:10]2([C:18]#[N:19])[CH2:15][CH2:14][C:13]([F:17])([F:16])[CH2:12][CH2:11]2)=[CH:6][CH:5]=1)(=[O:3])[CH3:2].[CH3:20][Mg]Br.CCOCC. (4) Given the product [CH2:12]([C@@H:3]([C:4](=[O:5])[NH:6][CH2:7][C:8]([O:10][CH3:11])=[O:9])[NH:2][C:29](=[O:30])[CH2:28][CH2:27][CH2:26][CH2:25][CH2:24][NH:23][C:21](=[O:22])[O:20][C:16]([CH3:17])([CH3:18])[CH3:19])[CH:13]([CH3:15])[CH3:14], predict the reactants needed to synthesize it. The reactants are: Cl.[NH2:2][C@@H:3]([CH2:12][CH:13]([CH3:15])[CH3:14])[C:4]([NH:6][CH2:7][C:8]([O:10][CH3:11])=[O:9])=[O:5].[C:16]([O:20][C:21]([NH:23][CH2:24][CH2:25][CH2:26][CH2:27][CH2:28][C:29](O)=[O:30])=[O:22])([CH3:19])([CH3:18])[CH3:17].CN(C(ON1N=NC2C=CC=NC1=2)=[N+](C)C)C.F[P-](F)(F)(F)(F)F.CCN(C(C)C)C(C)C. (5) Given the product [CH2:11]([C:17]1[S:18][C:6]([CH:10]=[O:9])=[CH:7][CH:8]=1)[CH2:12][CH2:13][CH2:14][CH2:15][CH3:16], predict the reactants needed to synthesize it. The reactants are: C([Li])CCC.[CH2:6]1[CH2:10][O:9][CH2:8][CH2:7]1.[CH2:11]([C:17]1[S:18]C=CC=1)[CH2:12][CH2:13][CH2:14][CH2:15][CH3:16].CN(C=O)C. (6) Given the product [F:8][C:9]1[CH:10]=[C:11]([CH:12]=[CH2:35])[CH:14]=[CH:15][C:16]=1[C:17]1[S:18][C:19]2[C:24]([N:25]=1)=[CH:23][CH:22]=[C:21]([C:26]1([C:29]3[CH:34]=[CH:33][CH:32]=[CH:31][CH:30]=3)[CH2:27][CH2:28]1)[N:20]=2, predict the reactants needed to synthesize it. The reactants are: C[Si](C[Mg]Cl)(C)C.[F:8][C:9]1[CH:10]=[C:11]([CH:14]=[CH:15][C:16]=1[C:17]1[S:18][C:19]2[C:24]([N:25]=1)=[CH:23][CH:22]=[C:21]([C:26]1([C:29]3[CH:34]=[CH:33][CH:32]=[CH:31][CH:30]=3)[CH2:28][CH2:27]1)[N:20]=2)[CH:12]=O.[CH3:35]C(C)([O-])C.[K+].Cl.